From a dataset of Oral bioavailability binary classification data from Ma et al.. Regression/Classification. Given a drug SMILES string, predict its absorption, distribution, metabolism, or excretion properties. Task type varies by dataset: regression for continuous measurements (e.g., permeability, clearance, half-life) or binary classification for categorical outcomes (e.g., BBB penetration, CYP inhibition). Dataset: bioavailability_ma. (1) The drug is C=CCNc1nc(NCC=C)nc(N2CCN(C(c3ccc(F)cc3)c3ccc(F)cc3)CC2)n1. The result is 1 (high bioavailability). (2) The drug is CO/N=C(\C(=O)N[C@@H]1C(=O)N2C(C(=O)O)=C(COC(N)=O)CS[C@H]12)c1ccco1. The result is 1 (high bioavailability).